From a dataset of Forward reaction prediction with 1.9M reactions from USPTO patents (1976-2016). Predict the product of the given reaction. (1) The product is: [CH3:1][O:2][C:3]1[N:8]=[N:7][C:6]([C:9]2[CH:10]=[CH:11][C:12]([CH2:13][N:23]3[CH2:24][CH2:25][CH:26]([C:29]4[CH:33]=[C:32]([C:34]5[CH:39]=[CH:38][CH:37]=[CH:36][N:35]=5)[NH:31][N:30]=4)[CH2:27][CH2:28]3)=[CH:15][CH:16]=2)=[C:5]([C:17]2[CH:18]=[CH:19][CH:20]=[CH:21][CH:22]=2)[CH:4]=1. Given the reactants [CH3:1][O:2][C:3]1[N:8]=[N:7][C:6]([C:9]2[CH:16]=[CH:15][C:12]([CH:13]=O)=[CH:11][CH:10]=2)=[C:5]([C:17]2[CH:22]=[CH:21][CH:20]=[CH:19][CH:18]=2)[CH:4]=1.[NH:23]1[CH2:28][CH2:27][CH:26]([C:29]2[CH:33]=[C:32]([C:34]3[CH:39]=[CH:38][CH:37]=[CH:36][N:35]=3)[NH:31][N:30]=2)[CH2:25][CH2:24]1.C(O)(=O)C.C(O[BH-](OC(=O)C)OC(=O)C)(=O)C.[Na+], predict the reaction product. (2) Given the reactants [C:1]([NH:4][C:5]1[CH:10]=[CH:9][CH:8]=[CH:7][C:6]=1[OH:11])(=[O:3])[CH3:2].C(=O)([O-])[O-].[Cs+].[Cs+].CC1C=CC(S(O[CH2:29][C@@:30]2([CH3:33])[CH2:32][O:31]2)(=O)=O)=CC=1, predict the reaction product. The product is: [CH3:29][C@:30]1([CH2:33][O:11][C:6]2[CH:7]=[CH:8][CH:9]=[CH:10][C:5]=2[NH:4][C:1](=[O:3])[CH3:2])[CH2:32][O:31]1. (3) Given the reactants [C:1]([O:5][C:6]([N:8]1[CH2:13][CH2:12][N:11]([C:14]2[C:19]3[CH2:20][NH:21][C:22](=[O:23])[C:18]=3[CH:17]=[C:16](Cl)[N:15]=2)[CH2:10][CH2:9]1)=[O:7])([CH3:4])([CH3:3])[CH3:2].[CH:25]1([NH:31][C:32]2[CH:37]=[C:36]([Sn](C)(C)C)[CH:35]=[CH:34][N:33]=2)[CH2:30][CH2:29][CH2:28][CH2:27][CH2:26]1.[F-].[Cs+], predict the reaction product. The product is: [C:1]([O:5][C:6]([N:8]1[CH2:13][CH2:12][N:11]([C:14]2[C:19]3[CH2:20][NH:21][C:22](=[O:23])[C:18]=3[CH:17]=[C:16]([C:36]3[CH:35]=[CH:34][N:33]=[C:32]([NH:31][CH:25]4[CH2:30][CH2:29][CH2:28][CH2:27][CH2:26]4)[CH:37]=3)[N:15]=2)[CH2:10][CH2:9]1)=[O:7])([CH3:4])([CH3:3])[CH3:2]. (4) Given the reactants F[C:2]1[CH:3]=[CH:4][C:5](OC)=[C:6]([CH:8](O)[C:9]#CC2C=CC=CC=2)[CH:7]=1.[CH3:20][O:21][C:22]1[C:29]([O:30][CH3:31])=[C:28]([N+:32]([O-:34])=[O:33])[CH:27]=[CH:26][C:23]=1[CH:24]=[O:25], predict the reaction product. The product is: [CH3:20][O:21][C:22]1[C:29]([O:30][CH3:31])=[C:28]([N+:32]([O-:34])=[O:33])[CH:27]=[CH:26][C:23]=1[CH:24]([OH:25])[C:9]#[C:8][C:6]1[CH:7]=[CH:2][CH:3]=[CH:4][CH:5]=1.